The task is: Predict the product of the given reaction.. This data is from Forward reaction prediction with 1.9M reactions from USPTO patents (1976-2016). (1) Given the reactants [NH2:1][C:2]1[S:3][C:4]2[N:5]=[C:6]([NH:11][C:12]3[CH:13]=[C:14]([NH:19][C:20](=[O:32])[C:21]4[CH:26]=[CH:25][CH:24]=[C:23]([C:27]([C:30]#[N:31])([CH3:29])[CH3:28])[CH:22]=4)[CH:15]=[CH:16][C:17]=3[CH3:18])[N:7]=[CH:8][C:9]=2[N:10]=1.[CH3:33][C:34]1[NH:35][C:36]([C:39](O)=[O:40])=[CH:37][N:38]=1.F[P-](F)(F)(F)(F)F.N1(OC(N(C)C)=[N+](C)C)C2N=CC=CC=2N=N1.C(=O)([O-])O.[Na+], predict the reaction product. The product is: [C:30]([C:27]([C:23]1[CH:22]=[C:21]([C:20]([NH:19][C:14]2[CH:15]=[CH:16][C:17]([CH3:18])=[C:12]([NH:11][C:6]3[N:7]=[CH:8][C:9]4[N:10]=[C:2]([NH:1][C:39]([C:36]5[NH:35][C:34]([CH3:33])=[N:38][CH:37]=5)=[O:40])[S:3][C:4]=4[N:5]=3)[CH:13]=2)=[O:32])[CH:26]=[CH:25][CH:24]=1)([CH3:29])[CH3:28])#[N:31]. (2) Given the reactants [NH:1]1[CH2:6][CH2:5][CH2:4][CH:3]([C:7]([O:9][CH2:10][CH3:11])=[O:8])[CH2:2]1.[C:12](Cl)(=[O:19])[C:13]1[CH:18]=[CH:17][CH:16]=[CH:15][CH:14]=1, predict the reaction product. The product is: [C:12]([N:1]1[CH2:6][CH2:5][CH2:4][CH:3]([C:7]([O:9][CH2:10][CH3:11])=[O:8])[CH2:2]1)(=[O:19])[C:13]1[CH:18]=[CH:17][CH:16]=[CH:15][CH:14]=1. (3) Given the reactants O[C:2]1[C:11]2[C:6](=[CH:7][CH:8]=[C:9]([O:12][CH2:13][CH2:14][CH3:15])[CH:10]=2)[N:5]=[CH:4][C:3]=1[C:16]([O:18][CH2:19][CH3:20])=[O:17].O=P(Cl)(Cl)[Cl:23], predict the reaction product. The product is: [Cl:23][C:2]1[C:11]2[C:6](=[CH:7][CH:8]=[C:9]([O:12][CH2:13][CH2:14][CH3:15])[CH:10]=2)[N:5]=[CH:4][C:3]=1[C:16]([O:18][CH2:19][CH3:20])=[O:17].